This data is from Full USPTO retrosynthesis dataset with 1.9M reactions from patents (1976-2016). The task is: Predict the reactants needed to synthesize the given product. (1) Given the product [CH3:1][O:2][C:3]1[CH:4]=[CH:5][C:6]([CH2:7][O:8][C:9]2[CH:17]=[CH:16][C:12]([C:13]([O:15][CH2:39][Cl:40])=[O:14])=[CH:11][CH:10]=2)=[CH:18][CH:19]=1, predict the reactants needed to synthesize it. The reactants are: [CH3:1][O:2][C:3]1[CH:19]=[CH:18][C:6]([CH2:7][O:8][C:9]2[CH:17]=[CH:16][C:12]([C:13]([OH:15])=[O:14])=[CH:11][CH:10]=2)=[CH:5][CH:4]=1.[OH-].C([N+](CCCC)(CCCC)CCCC)CCC.I[CH2:39][Cl:40]. (2) Given the product [CH3:13][O:12][C:11]1[CH:10]=[CH:9][C:8]([NH:14][C:15]([C:17]2[CH:22]=[CH:21][C:20]([C:23]3[CH:28]=[CH:27][CH:26]=[CH:25][CH:24]=3)=[CH:19][CH:18]=2)=[O:16])=[CH:7][C:6]=1[NH:5][C:3](=[O:4])[CH2:2][N:29]1[CH2:34][CH2:33][O:32][CH2:31][CH2:30]1, predict the reactants needed to synthesize it. The reactants are: Cl[CH2:2][C:3]([NH:5][C:6]1[CH:7]=[C:8]([NH:14][C:15]([C:17]2[CH:22]=[CH:21][C:20]([C:23]3[CH:28]=[CH:27][CH:26]=[CH:25][CH:24]=3)=[CH:19][CH:18]=2)=[O:16])[CH:9]=[CH:10][C:11]=1[O:12][CH3:13])=[O:4].[NH:29]1[CH2:34][CH2:33][O:32][CH2:31][CH2:30]1.C(N(CC)CC)C.[I-].[K+]. (3) The reactants are: [CH3:1][C:2]1([CH3:21])[CH2:7][N:6]([C:8]2[CH:9]=[C:10]([NH2:20])[C:11]([N:14]3[CH2:19][CH2:18][O:17][CH2:16][CH2:15]3)=[N:12][CH:13]=2)[CH2:5][CH2:4][O:3]1.Cl[C:23]1[C:32]2[C:27](=[CH:28][CH:29]=[CH:30][C:31]=2[F:33])[N:26]=[C:25]([C:34]2[CH:39]=[CH:38][CH:37]=[CH:36][N:35]=2)[C:24]=1[CH3:40].Cl.O1CCOCC1.CN1C(=O)CCC1. Given the product [CH3:1][C:2]1([CH3:21])[O:3][CH2:4][CH2:5][N:6]([C:8]2[CH:9]=[C:10]([NH:20][C:23]3[C:32]4[C:27](=[CH:28][CH:29]=[CH:30][C:31]=4[F:33])[N:26]=[C:25]([C:34]4[CH:39]=[CH:38][CH:37]=[CH:36][N:35]=4)[C:24]=3[CH3:40])[C:11]([N:14]3[CH2:15][CH2:16][O:17][CH2:18][CH2:19]3)=[N:12][CH:13]=2)[CH2:7]1, predict the reactants needed to synthesize it. (4) Given the product [C:14]1([S:20]([O:1][C:2]2[CH:13]=[CH:12][C:5]3[S:6][CH:7]=[C:8]([C:9]([OH:11])=[O:10])[C:4]=3[CH:3]=2)(=[O:22])=[O:21])[CH:19]=[CH:18][CH:17]=[CH:16][CH:15]=1, predict the reactants needed to synthesize it. The reactants are: [OH:1][C:2]1[CH:13]=[CH:12][C:5]2[S:6][CH:7]=[C:8]([C:9]([OH:11])=[O:10])[C:4]=2[CH:3]=1.[C:14]1([S:20](Cl)(=[O:22])=[O:21])[CH:19]=[CH:18][CH:17]=[CH:16][CH:15]=1. (5) Given the product [N:14]1([C:2]2[CH:7]=[CH:6][CH:5]=[CH:4][C:3]=2/[CH:8]=[CH:9]/[C:10]([O:12][CH3:13])=[O:11])[CH2:19][CH2:18][CH2:17][CH2:16][CH2:15]1, predict the reactants needed to synthesize it. The reactants are: Br[C:2]1[CH:7]=[CH:6][CH:5]=[CH:4][C:3]=1/[CH:8]=[CH:9]/[C:10]([O:12][CH3:13])=[O:11].[NH:14]1[CH2:19][CH2:18][CH2:17][CH2:16][CH2:15]1.C(Cl)(Cl)Cl.C([O-])([O-])=O.[Cs+].[Cs+]. (6) Given the product [C:27]([O:31][C:32]([N:34]1[CH2:38][C@H:37]([F:39])[C@@H:36]([NH2:40])[C@H:35]1[C:43]([O:52][CH2:19][C:20]1[CH:25]=[CH:24][CH:23]=[CH:22][CH:21]=1)=[O:57])=[O:33])([CH3:28])([CH3:29])[CH3:30], predict the reactants needed to synthesize it. The reactants are: C(OC(N1C[C@@H](N=[N+]=[N-])[C@H](F)[C@H]1C(=O)N[CH2:19][C:20]1[CH:25]=[CH:24][CH:23]=[CH:22][CH:21]=1)=O)(C)(C)C.[C:27]([O:31][C:32]([N:34]1[CH2:38][C@H:37]([F:39])[C@@H:36]([N:40]=[N+]=[N-])[C@H:35]1[C:43](=[O:52])NCC1C=CC=CC=1)=[O:33])([CH3:30])([CH3:29])[CH3:28].CP(C)C.[OH2:57]. (7) Given the product [CH:1]1([C:7]([O:19][CH2:18][C:11]2[CH:10]=[CH:3][CH:2]=[CH:1][CH:6]=2)=[O:9])[CH2:2][CH2:3][CH2:4][CH2:5][CH2:6]1, predict the reactants needed to synthesize it. The reactants are: [CH:1]1([C:7]([OH:9])=O)[CH2:6][CH2:5][CH2:4][CH2:3][CH2:2]1.[C:10](Cl)(=O)[C:11](Cl)=O.CN(C)[CH:18]=[O:19]. (8) Given the product [C:1]([O:5][C:6]([N:8]1[CH2:9][CH2:10][CH:11]([N:14]([C:16](=[O:18])[CH3:17])[CH3:15])[CH2:12][CH2:13]1)=[O:7])([CH3:4])([CH3:3])[CH3:2], predict the reactants needed to synthesize it. The reactants are: [C:1]([O:5][C:6]([N:8]1[CH2:13][CH2:12][CH:11]([NH:14][CH3:15])[CH2:10][CH2:9]1)=[O:7])([CH3:4])([CH3:3])[CH3:2].[C:16](Cl)(=[O:18])[CH3:17]. (9) The reactants are: Br[C:2]1[O:6][C:5]([C:7]2[CH:14]=[CH:13][C:10]([C:11]#[N:12])=[CH:9][N:8]=2)=[CH:4][CH:3]=1.[Br-].[C:16]([C:18]1[CH:25]=[CH:24][C:21]([CH2:22][Zn+])=[CH:20][CH:19]=1)#[N:17]. Given the product [C:16]([C:18]1[CH:25]=[CH:24][C:21]([CH2:22][C:2]2[O:6][C:5]([C:7]3[CH:14]=[CH:13][C:10]([C:11]#[N:12])=[CH:9][N:8]=3)=[CH:4][CH:3]=2)=[CH:20][CH:19]=1)#[N:17], predict the reactants needed to synthesize it. (10) Given the product [F:1][C:2]1[CH:7]=[CH:6][C:5]([C:8]2[S:9][C:10]3[N:11]=[CH:12][N:13]=[C:14]([N:17]4[CH2:22][CH2:21][N:20]([C:31](=[O:32])[CH2:30][O:29][C:28]5[CH:34]=[CH:35][C:25]([O:24][CH3:23])=[CH:26][CH:27]=5)[CH2:19][CH2:18]4)[C:15]=3[N:16]=2)=[CH:4][CH:3]=1, predict the reactants needed to synthesize it. The reactants are: [F:1][C:2]1[CH:7]=[CH:6][C:5]([C:8]2[S:9][C:10]3[N:11]=[CH:12][N:13]=[C:14]([N:17]4[CH2:22][CH2:21][NH:20][CH2:19][CH2:18]4)[C:15]=3[N:16]=2)=[CH:4][CH:3]=1.[CH3:23][O:24][C:25]1[CH:35]=[CH:34][C:28]([O:29][CH2:30][C:31](O)=[O:32])=[CH:27][CH:26]=1.